From a dataset of Forward reaction prediction with 1.9M reactions from USPTO patents (1976-2016). Predict the product of the given reaction. (1) Given the reactants [OH:1][C:2]1[CH:3]=[C:4]2[C:9](=[CH:10][CH:11]=1)[CH:8]=[C:7]([C:12]([OH:14])=O)[CH:6]=[CH:5]2.[CH3:15][O:16][CH:17]1[CH2:22][CH2:21][NH:20][CH2:19][CH2:18]1, predict the reaction product. The product is: [OH:1][C:2]1[CH:3]=[C:4]2[C:9](=[CH:10][CH:11]=1)[CH:8]=[C:7]([C:12]([N:20]1[CH2:21][CH2:22][CH:17]([O:16][CH3:15])[CH2:18][CH2:19]1)=[O:14])[CH:6]=[CH:5]2. (2) Given the reactants Br[CH2:2][C:3]([C:5]1[CH:10]=[C:9]([F:11])[C:8]([O:12][Si:13]([CH:20]([CH3:22])[CH3:21])([CH:17]([CH3:19])[CH3:18])[CH:14]([CH3:16])[CH3:15])=[CH:7][C:6]=1[F:23])=[O:4].[F:24][C:25]1[CH:26]=[C:27]([C:31]2([OH:37])[CH2:36][CH2:35][NH:34][CH2:33][CH2:32]2)[CH:28]=[CH:29][CH:30]=1, predict the reaction product. The product is: [F:23][C:6]1[CH:7]=[C:8]([O:12][Si:13]([CH:20]([CH3:22])[CH3:21])([CH:17]([CH3:19])[CH3:18])[CH:14]([CH3:16])[CH3:15])[C:9]([F:11])=[CH:10][C:5]=1[CH:3]([OH:4])[CH2:2][N:34]1[CH2:33][CH2:32][C:31]([C:27]2[CH:28]=[CH:29][CH:30]=[C:25]([F:24])[CH:26]=2)([OH:37])[CH2:36][CH2:35]1. (3) Given the reactants O.O.O.O.O.O.O.O.O.O.[O-:11][P:12]([O:15][P:16]([O-:19])([O-:18])=[O:17])(=[O:14])[O-:13].[Na+].[Na+].[Na+].[Na+].[CH2:24]([N:28]([CH2:33][CH2:34][CH2:35][CH3:36])[CH2:29][CH2:30][CH2:31][CH3:32])[CH2:25][CH2:26][CH3:27], predict the reaction product. The product is: [O-:13][P:12]([O:15][P:16]([O-:19])([O-:18])=[O:17])(=[O:11])[O-:14].[CH2:33]([NH+:28]([CH2:24][CH2:25][CH2:26][CH3:27])[CH2:29][CH2:30][CH2:31][CH3:32])[CH2:34][CH2:35][CH3:36].[CH2:33]([NH+:28]([CH2:24][CH2:25][CH2:26][CH3:27])[CH2:29][CH2:30][CH2:31][CH3:32])[CH2:34][CH2:35][CH3:36].[CH2:33]([NH+:28]([CH2:24][CH2:25][CH2:26][CH3:27])[CH2:29][CH2:30][CH2:31][CH3:32])[CH2:34][CH2:35][CH3:36].[CH2:33]([NH+:28]([CH2:24][CH2:25][CH2:26][CH3:27])[CH2:29][CH2:30][CH2:31][CH3:32])[CH2:34][CH2:35][CH3:36]. (4) Given the reactants [CH3:1][O:2][C:3]1[CH:11]=[CH:10][CH:9]=[C:8]2[C:4]=1[C:5](=[O:17])[N:6]([CH2:13][C:14]([OH:16])=[O:15])[C:7]2=[O:12].[Cl:18][C:19]1[CH:20]=[N+:21]([O-:44])[CH:22]=[C:23]([Cl:43])[C:24]=1[CH2:25][C@@H:26]([C:28]1[CH:33]=[CH:32][C:31]([O:34][CH:35]([F:37])[F:36])=[C:30]([O:38][CH2:39][CH:40]2[CH2:42][CH2:41]2)[CH:29]=1)O.C(Cl)CCl, predict the reaction product. The product is: [Cl:18][C:19]1[CH:20]=[N+:21]([O-:44])[CH:22]=[C:23]([Cl:43])[C:24]=1[CH2:25][C@@H:26]([C:28]1[CH:33]=[CH:32][C:31]([O:34][CH:35]([F:37])[F:36])=[C:30]([O:38][CH2:39][CH:40]2[CH2:42][CH2:41]2)[CH:29]=1)[O:15][C:14](=[O:16])[CH2:13][N:6]1[C:5](=[O:17])[C:4]2[C:8](=[CH:9][CH:10]=[CH:11][C:3]=2[O:2][CH3:1])[C:7]1=[O:12]. (5) Given the reactants [CH3:1][C:2]1([CH3:25])[C:6]([C:7]2[CH:8]=[C:9]([CH:14]=[CH:15][C:16]=2OS(C(F)(F)F)(=O)=O)[C:10]([O:12][CH3:13])=[O:11])=[CH:5][CH2:4][CH2:3]1.[CH2:26]([O:28][C:29]1[CH:30]=[CH:31][C:32]([F:38])=[C:33](B(O)O)[CH:34]=1)[CH3:27].C(=O)([O-])[O-].[K+].[K+], predict the reaction product. The product is: [CH3:1][C:2]1([CH3:25])[C:6]([C:7]2[CH:8]=[C:9]([C:10]([O:12][CH3:13])=[O:11])[CH:14]=[CH:15][C:16]=2[C:33]2[CH:34]=[C:29]([O:28][CH2:26][CH3:27])[CH:30]=[CH:31][C:32]=2[F:38])=[CH:5][CH2:4][CH2:3]1. (6) Given the reactants CC(C1C2(C)CCC3C4(C)CCC(OS(O)(=O)=O)CC4=CCC3C2CC1)=O.[CH3:28][NH:29][C@@H:30]([C:35]([OH:37])=[O:36])[CH2:31][C:32]([OH:34])=[O:33], predict the reaction product. The product is: [CH3:28][NH:29][C@@H:30]([C:35]([OH:37])=[O:36])[CH2:31][C:32]([OH:34])=[O:33].[NH2:29][CH2:30][C:35]([OH:37])=[O:36]. (7) Given the reactants [CH:1]1([C:4]2[NH:8][N:7]=[C:6]([NH:9][C:10]3[CH:11]=[C:12]([NH:17][C@H:18]([C:20]4[CH:25]=[CH:24][C:23]([F:26])=[CH:22][CH:21]=4)[CH3:19])[CH:13]=[CH:14][C:15]=3[NH2:16])[CH:5]=2)[CH2:3][CH2:2]1.[C:27](O)(=O)C.C(N)=N.C(=O)(O)[O-].[Na+].CCOC(C)=O, predict the reaction product. The product is: [CH:1]1([C:4]2[NH:8][N:7]=[C:6]([N:9]3[C:10]4[CH:11]=[C:12]([NH:17][C@H:18]([C:20]5[CH:21]=[CH:22][C:23]([F:26])=[CH:24][CH:25]=5)[CH3:19])[CH:13]=[CH:14][C:15]=4[N:16]=[CH:27]3)[CH:5]=2)[CH2:3][CH2:2]1. (8) Given the reactants [CH2:1]([S:3]([C:6]1[CH:7]=[C:8]([C:12]2[CH:20]=[C:19]([CH2:21]O)[CH:18]=[C:17]3[C:13]=2[C:14]2[CH:26]=[C:25]([CH3:27])[CH:24]=[N:23][C:15]=2[NH:16]3)[CH:9]=[CH:10][CH:11]=1)(=[O:5])=[O:4])[CH3:2].[NH:28]1[CH2:33][CH2:32][O:31][CH2:30][CH2:29]1.C(S(C1C=C(C2C=C(CN(C)C)C=C3C=2C2C=C(C)C=NC=2N3)C=CC=1)(=O)=O)C, predict the reaction product. The product is: [CH2:1]([S:3]([C:6]1[CH:7]=[C:8]([C:12]2[CH:20]=[C:19]([CH2:21][N:28]3[CH2:33][CH2:32][O:31][CH2:30][CH2:29]3)[CH:18]=[C:17]3[C:13]=2[C:14]2[CH:26]=[C:25]([CH3:27])[CH:24]=[N:23][C:15]=2[NH:16]3)[CH:9]=[CH:10][CH:11]=1)(=[O:5])=[O:4])[CH3:2]. (9) Given the reactants [H-].[Na+].[F:3][C:4]([F:37])([F:36])[O:5][C:6]1[CH:11]=[CH:10][C:9](/[CH:12]=[CH:13]/[C:14]2[O:15][CH:16]=[C:17]([CH2:19][O:20][C:21]3[CH:26]=[CH:25][C:24]([CH2:27][CH2:28][CH2:29][CH2:30][C:31]4[N:32]=[N:33][NH:34][N:35]=4)=[CH:23][CH:22]=3)[N:18]=2)=[CH:8][CH:7]=1.I[CH3:39], predict the reaction product. The product is: [CH3:39][N:33]1[N:34]=[N:35][C:31]([CH2:30][CH2:29][CH2:28][CH2:27][C:24]2[CH:25]=[CH:26][C:21]([O:20][CH2:19][C:17]3[N:18]=[C:14](/[CH:13]=[CH:12]/[C:9]4[CH:8]=[CH:7][C:6]([O:5][C:4]([F:3])([F:36])[F:37])=[CH:11][CH:10]=4)[O:15][CH:16]=3)=[CH:22][CH:23]=2)=[N:32]1.[CH3:39][N:32]1[C:31]([CH2:30][CH2:29][CH2:28][CH2:27][C:24]2[CH:25]=[CH:26][C:21]([O:20][CH2:19][C:17]3[N:18]=[C:14](/[CH:13]=[CH:12]/[C:9]4[CH:8]=[CH:7][C:6]([O:5][C:4]([F:3])([F:36])[F:37])=[CH:11][CH:10]=4)[O:15][CH:16]=3)=[CH:22][CH:23]=2)=[N:35][N:34]=[N:33]1. (10) Given the reactants [CH:1]1([CH2:4][O:5][C:6]2[N:11]=[C:10]([C:12]([OH:14])=O)[CH:9]=[N:8][C:7]=2[N:15]2[CH2:18][C:17]([F:20])([F:19])[CH2:16]2)[CH2:3][CH2:2]1.[CH3:21][C:22]1([CH3:28])[O:27][CH2:26][CH2:25][NH:24][CH2:23]1, predict the reaction product. The product is: [CH:1]1([CH2:4][O:5][C:6]2[N:11]=[C:10]([C:12]([N:24]3[CH2:25][CH2:26][O:27][C:22]([CH3:28])([CH3:21])[CH2:23]3)=[O:14])[CH:9]=[N:8][C:7]=2[N:15]2[CH2:18][C:17]([F:20])([F:19])[CH2:16]2)[CH2:2][CH2:3]1.